Task: Predict which catalyst facilitates the given reaction.. Dataset: Catalyst prediction with 721,799 reactions and 888 catalyst types from USPTO (1) Reactant: [CH3:1][C:2]1[N:3]=[C:4]([CH2:7][C:8]#[N:9])[S:5][CH:6]=1.[CH3:10][N:11]([CH:13](OC)OC)[CH3:12]. Product: [CH3:10][N:11]([CH3:12])/[CH:13]=[C:7](/[C:4]1[S:5][CH:6]=[C:2]([CH3:1])[N:3]=1)\[C:8]#[N:9]. The catalyst class is: 11. (2) Reactant: [CH3:1][N:2]([CH2:44][CH2:45][NH:46][CH3:47])[C:3](=[O:43])[O:4][C:5]1[C:6]2[CH:42]=[CH:41][CH:40]=[CH:39][C:7]=2[C:8]2[C@H:9]([CH2:37][Cl:38])[CH2:10][N:11]([C:14](=[O:36])[CH2:15][CH2:16][CH2:17][C:18]([N:20]3[C:28]4[CH:27]=[C:26]([OH:29])[C:25]5[CH:30]=[CH:31][CH:32]=[CH:33][C:24]=5[C:23]=4[C@H:22]([CH2:34][Cl:35])[CH2:21]3)=[O:19])[C:12]=2[CH:13]=1.CCN(C(C)C)C(C)C.[Br:57][CH2:58][C:59](Br)=[O:60]. Product: [Br:57][CH2:58][C:59]([N:46]([CH2:45][CH2:44][N:2]([CH3:1])[C:3](=[O:43])[O:4][C:5]1[C:6]2[CH:42]=[CH:41][CH:40]=[CH:39][C:7]=2[C:8]2[C@H:9]([CH2:37][Cl:38])[CH2:10][N:11]([C:14](=[O:36])[CH2:15][CH2:16][CH2:17][C:18]([N:20]3[C:28]4[CH:27]=[C:26]([OH:29])[C:25]5[CH:30]=[CH:31][CH:32]=[CH:33][C:24]=5[C:23]=4[C@H:22]([CH2:34][Cl:35])[CH2:21]3)=[O:19])[C:12]=2[CH:13]=1)[CH3:47])=[O:60]. The catalyst class is: 1.